Regression. Given a peptide amino acid sequence and an MHC pseudo amino acid sequence, predict their binding affinity value. This is MHC class I binding data. From a dataset of Peptide-MHC class I binding affinity with 185,985 pairs from IEDB/IMGT. (1) The peptide sequence is FYNGSNWCL. The MHC is HLA-B35:01 with pseudo-sequence HLA-B35:01. The binding affinity (normalized) is 0.0847. (2) The peptide sequence is STSNVITDQT. The MHC is HLA-A02:01 with pseudo-sequence HLA-A02:01. The binding affinity (normalized) is 0.0228. (3) The peptide sequence is RVACRDVEV. The MHC is HLA-B08:01 with pseudo-sequence HLA-B08:01. The binding affinity (normalized) is 0.213. (4) The binding affinity (normalized) is 0.0847. The peptide sequence is FSLPSSSSY. The MHC is HLA-B39:01 with pseudo-sequence HLA-B39:01. (5) The MHC is HLA-A30:02 with pseudo-sequence HLA-A30:02. The binding affinity (normalized) is 0.795. The peptide sequence is VSIINNAVY. (6) The peptide sequence is YPPPRYITV. The MHC is HLA-B08:02 with pseudo-sequence HLA-B08:02. The binding affinity (normalized) is 0.0847.